This data is from Reaction yield outcomes from USPTO patents with 853,638 reactions. The task is: Predict the reaction yield, written as a fraction of the theoretical maximum amount of product (1.0 means a 100% yield; for example, 0.34 means a 34% yield). (1) The reactants are [CH2:1]([O:8][C:9]1[CH:14]=[CH:13][N:12]([C:15]2[CH:16]=[CH:17][C:18]3[C:19]4[CH2:31][N:30](C(OC(C)(C)C)=O)[CH2:29][CH2:28][C:20]=4[N:21]([CH2:24][O:25][CH2:26][CH3:27])[C:22]=3[CH:23]=2)[C:11](=[O:39])[CH:10]=1)[C:2]1[CH:7]=[CH:6][CH:5]=[CH:4][CH:3]=1.Cl. The catalyst is CCO.CCOCC. The product is [CH2:1]([O:8][C:9]1[CH:14]=[CH:13][N:12]([C:15]2[CH:16]=[CH:17][C:18]3[C:19]4[CH2:31][NH:30][CH2:29][CH2:28][C:20]=4[N:21]([CH2:24][O:25][CH2:26][CH3:27])[C:22]=3[CH:23]=2)[C:11](=[O:39])[CH:10]=1)[C:2]1[CH:3]=[CH:4][CH:5]=[CH:6][CH:7]=1. The yield is 0.730. (2) The yield is 0.630. The reactants are [CH3:1][C:2]1[CH:6]=[CH:5][S:4][C:3]=1[C:7]([O:9][CH3:10])=[O:8].[Br:11]N1C(=O)CCC1=O. The product is [Br:11][CH2:1][C:2]1[CH:6]=[CH:5][S:4][C:3]=1[C:7]([O:9][CH3:10])=[O:8]. The catalyst is C(Cl)(Cl)(Cl)Cl.CC(N=NC(C#N)(C)C)(C#N)C. (3) The reactants are [OH:1][CH:2]1[CH2:7][CH2:6][NH:5][CH2:4][CH2:3]1.Cl[C:9]1[N:14]=[C:13]([C:15]([NH:17][C:18]2[C:27]([CH3:28])=[CH:26][C:21]([C:22]([O:24]C)=[O:23])=[CH:20][C:19]=2[CH3:29])=[O:16])[C:12]([CH3:30])=[CH:11][CH:10]=1.O. The catalyst is CN1CCCC1=O. The product is [OH:1][CH:2]1[CH2:7][CH2:6][N:5]([C:9]2[N:14]=[C:13]([C:15]([NH:17][C:18]3[C:19]([CH3:29])=[CH:20][C:21]([C:22]([OH:24])=[O:23])=[CH:26][C:27]=3[CH3:28])=[O:16])[C:12]([CH3:30])=[CH:11][CH:10]=2)[CH2:4][CH2:3]1. The yield is 0.640. (4) The reactants are [O:1]1[CH:5]=[CH:4][CH:3]=[C:2]1[C:6]1[N:10]([C:11]2[CH:16]=[CH:15][C:14]([O:17][CH3:18])=[CH:13][CH:12]=2)[N:9]=[C:8]([C:19]([NH2:21])=O)[CH:7]=1.N1C=CC=CC=1.O1CCOCC1.FC(F)(F)C(OC(=O)C(F)(F)F)=O. The catalyst is C(OCC)(=O)C.O. The product is [O:1]1[CH:5]=[CH:4][CH:3]=[C:2]1[C:6]1[N:10]([C:11]2[CH:16]=[CH:15][C:14]([O:17][CH3:18])=[CH:13][CH:12]=2)[N:9]=[C:8]([C:19]#[N:21])[CH:7]=1. The yield is 0.740. (5) The reactants are Cl.[NH2:2][CH2:3][CH2:4][CH2:5][CH2:6][C:7]1[CH:12]=[CH:11][C:10]([O:13][CH3:14])=[CH:9][CH:8]=1.[OH-].[Na+].S([NH:27][N:28]=[CH:29][CH:30](Cl)Cl)(C1C=CC(C)=CC=1)(=O)=O.C(=O)([O-])O.[Na+].[CH3:38][S:39]([OH:42])(=[O:41])=[O:40]. The catalyst is O.CO.C(OCC)(=O)C.C1(C)C=CC=CC=1. The product is [CH3:38][S:39]([OH:42])(=[O:41])=[O:40].[CH3:14][O:13][C:10]1[CH:9]=[CH:8][C:7]([CH2:6][CH2:5][CH2:4][CH2:3][N:2]2[CH:30]=[CH:29][N:28]=[N:27]2)=[CH:12][CH:11]=1. The yield is 0.720. (6) The reactants are Cl.[Cl:2][C:3]1[CH:4]=[N+:5]([O-:35])[CH:6]=[C:7]([Cl:34])[C:8]=1[CH2:9][C@@H:10]([C:19]1[CH:24]=[CH:23][C:22]([O:25][CH:26]([F:28])[F:27])=[C:21]([O:29][CH2:30][CH:31]2[CH2:33][CH2:32]2)[CH:20]=1)[O:11][C:12]([C@H:14]1[NH:18][CH2:17][CH2:16][S:15]1)=[O:13].N1C=CC=CC=1.[OH:42][CH2:43][C:44]1[CH:45]=[C:46]([S:50](Cl)(=[O:52])=[O:51])[CH:47]=[CH:48][CH:49]=1. The catalyst is C(Cl)Cl.CC#N. The product is [Cl:2][C:3]1[CH:4]=[N+:5]([O-:35])[CH:6]=[C:7]([Cl:34])[C:8]=1[CH2:9][C@@H:10]([C:19]1[CH:24]=[CH:23][C:22]([O:25][CH:26]([F:28])[F:27])=[C:21]([O:29][CH2:30][CH:31]2[CH2:33][CH2:32]2)[CH:20]=1)[O:11][C:12]([C@H:14]1[N:18]([S:50]([C:46]2[CH:47]=[CH:48][CH:49]=[C:44]([CH2:43][OH:42])[CH:45]=2)(=[O:52])=[O:51])[CH2:17][CH2:16][S:15]1)=[O:13]. The yield is 0.443. (7) The reactants are [Br:1][C:2]1[CH:7]=[C:6]([F:8])[CH:5]=[CH:4][C:3]=1[NH:9]N.[C:11]([O:16][CH2:17][CH3:18])(=[O:15])[C:12]([CH3:14])=O.C(=O)([O-])O.[Na+]. The catalyst is C(O)C.CS(O)(=O)=O.O=P12OP3(OP(OP(O3)(O1)=O)(=O)O2)=O.ClCCl. The product is [CH2:17]([O:16][C:11]([C:12]1[NH:9][C:3]2[C:4]([CH:14]=1)=[CH:5][C:6]([F:8])=[CH:7][C:2]=2[Br:1])=[O:15])[CH3:18]. The yield is 0.680. (8) The reactants are [CH3:1][Si:2]([C:5]#[CH:6])([CH3:4])[CH3:3].NC1C(Br)=[N:12][CH:11]=[C:10](Br)[N:9]=1.[CH2:16]([N:18](CC)CC)[CH3:17]. The catalyst is O1CCCC1.C(OCC)(=O)C.Cl[Pd](Cl)([P](C1C=CC=CC=1)(C1C=CC=CC=1)C1C=CC=CC=1)[P](C1C=CC=CC=1)(C1C=CC=CC=1)C1C=CC=CC=1.[Cu]I. The product is [CH3:1][Si:2]([CH3:4])([CH3:3])[C:5]1[C:6]([NH:18][C:16]#[CH:17])=[N:12][CH:11]=[C:10]([Si:2]([CH3:4])([CH3:3])[CH3:1])[N:9]=1. The yield is 0.760. (9) The reactants are C([NH:4][C:5]1[CH:10]=[CH:9][C:8]([S:11]([NH:14][C:15]2[S:19][C:18]([CH2:20][C:21]([O:23]CC)=[O:22])=[N:17][N:16]=2)(=[O:13])=[O:12])=[CH:7][CH:6]=1)(=O)C.Cl. No catalyst specified. The product is [NH2:4][C:5]1[CH:10]=[CH:9][C:8]([S:11]([NH:14][C:15]2[S:19][C:18]([CH2:20][C:21]([OH:23])=[O:22])=[N:17][N:16]=2)(=[O:13])=[O:12])=[CH:7][CH:6]=1. The yield is 0.820.